Dataset: NCI-60 drug combinations with 297,098 pairs across 59 cell lines. Task: Regression. Given two drug SMILES strings and cell line genomic features, predict the synergy score measuring deviation from expected non-interaction effect. (1) Drug 1: CC=C1C(=O)NC(C(=O)OC2CC(=O)NC(C(=O)NC(CSSCCC=C2)C(=O)N1)C(C)C)C(C)C. Drug 2: CCN(CC)CCNC(=O)C1=C(NC(=C1C)C=C2C3=C(C=CC(=C3)F)NC2=O)C. Cell line: SNB-19. Synergy scores: CSS=19.6, Synergy_ZIP=-0.0877, Synergy_Bliss=1.28, Synergy_Loewe=-48.7, Synergy_HSA=0.542. (2) Drug 1: C1=CN(C(=O)N=C1N)C2C(C(C(O2)CO)O)O.Cl. Drug 2: C1CCC(C(C1)N)N.C(=O)(C(=O)[O-])[O-].[Pt+4]. Cell line: SN12C. Synergy scores: CSS=39.3, Synergy_ZIP=-2.94, Synergy_Bliss=-0.389, Synergy_Loewe=2.82, Synergy_HSA=4.29.